Dataset: Full USPTO retrosynthesis dataset with 1.9M reactions from patents (1976-2016). Task: Predict the reactants needed to synthesize the given product. (1) Given the product [C:11]1([C:9]2[CH:8]=[CH:7][C:4]([C:5]#[N:6])=[CH:3][C:2]=2[F:1])[CH2:16][CH2:15][CH2:14][CH2:13][CH:12]=1, predict the reactants needed to synthesize it. The reactants are: [F:1][C:2]1[CH:3]=[C:4]([CH:7]=[CH:8][C:9]=1I)[C:5]#[N:6].[C:11]1(B(O)O)[CH2:16][CH2:15][CH2:14][CH2:13][CH:12]=1.C(O)C.[O-]CC.[Na+]. (2) Given the product [NH2:1][C:2]1[NH:7][C:6]([S:8][CH2:9][C:10]2[CH:11]=[CH:12][CH:13]=[CH:14][CH:15]=2)=[N:5][C:4](=[O:16])[C:3]=1[S:17][C:18]#[N:19], predict the reactants needed to synthesize it. The reactants are: [NH2:1][C:2]1[NH:7][C:6]([S:8][CH2:9][C:10]2[CH:15]=[CH:14][CH:13]=[CH:12][CH:11]=2)=[N:5][C:4](=[O:16])[CH:3]=1.[S-:17][C:18]#[N:19].[K+].N1C=CC=CC=1.BrBr. (3) Given the product [Cl:1][C:2]1[CH:3]=[C:4]([N:10]2[C:14]([CH3:15])=[C:13]([O:16][C:17]3[CH:18]=[CH:19][C:20]([C:21]#[N:23])=[CH:24][CH:25]=3)[C:12]([CH3:26])=[N:11]2)[CH:5]=[CH:6][C:7]=1[C:8]#[N:9], predict the reactants needed to synthesize it. The reactants are: [Cl:1][C:2]1[CH:3]=[C:4]([N:10]2[C:14]([CH3:15])=[C:13]([O:16][C:17]3[CH:25]=[CH:24][C:20]([C:21]([NH2:23])=O)=[CH:19][CH:18]=3)[C:12]([CH3:26])=[N:11]2)[CH:5]=[CH:6][C:7]=1[C:8]#[N:9].N1C=CC=CC=1.C(Cl)(=O)C(Cl)=O.C(=O)([O-])O.[Na+]. (4) The reactants are: [CH3:1][S:2][C:3]1[CH:4]=[CH:5][C:6]([N+:9]([O-:11])=[O:10])=[N:7][CH:8]=1.OO.[OH2:14].C(O)(=[O:17])C. Given the product [CH3:1][S:2]([C:3]1[CH:4]=[CH:5][C:6]([N+:9]([O-:11])=[O:10])=[N:7][CH:8]=1)(=[O:17])=[O:14], predict the reactants needed to synthesize it. (5) The reactants are: [N+:1]([C:4]1[CH:5]=[C:6]([CH:23]=[CH:24][CH:25]=1)[CH2:7][NH:8][C:9]1[CH:10]=[C:11]([NH:15]C(=O)OC(C)(C)C)[CH:12]=[CH:13][CH:14]=1)([O-:3])=[O:2].[F:26][C:27]([F:32])([F:31])[C:28]([OH:30])=[O:29]. Given the product [F:26][C:27]([F:32])([F:31])[C:28]([OH:30])=[O:29].[F:26][C:27]([F:32])([F:31])[C:28]([OH:30])=[O:29].[N+:1]([C:4]1[CH:5]=[C:6]([CH:23]=[CH:24][CH:25]=1)[CH2:7][NH:8][C:9]1[CH:14]=[CH:13][CH:12]=[C:11]([NH2:15])[CH:10]=1)([O-:3])=[O:2], predict the reactants needed to synthesize it.